From a dataset of Full USPTO retrosynthesis dataset with 1.9M reactions from patents (1976-2016). Predict the reactants needed to synthesize the given product. Given the product [Cl:1][C:2]1[O:6][C:5]([CH2:7][C:8]2[CH:15]=[CH:14][C:11]([CH2:12][CH2:19][N+:16]([O-:18])=[O:17])=[CH:10][CH:9]=2)=[CH:4][CH:3]=1, predict the reactants needed to synthesize it. The reactants are: [Cl:1][C:2]1[O:6][C:5]([CH2:7][C:8]2[CH:15]=[CH:14][C:11]([CH:12]=O)=[CH:10][CH:9]=2)=[CH:4][CH:3]=1.[N+:16]([CH3:19])([O-:18])=[O:17].C([O-])(=O)C.[NH4+].[BH4-].[Na+].